From a dataset of Full USPTO retrosynthesis dataset with 1.9M reactions from patents (1976-2016). Predict the reactants needed to synthesize the given product. (1) Given the product [ClH:1].[ClH:1].[NH2:2][C:3]1[C:8]([NH2:9])=[CH:7][N:6]=[C:5]([N:12]2[CH2:17][CH2:16][CH2:15][C@@H:14]([C:18]([N:20]3[CH2:24][CH2:23][CH2:22][CH2:21]3)=[O:19])[CH2:13]2)[N:4]=1, predict the reactants needed to synthesize it. The reactants are: [ClH:1].[NH2:2][C:3]1[C:8]([N+:9]([O-])=O)=[CH:7][N:6]=[C:5]([N:12]2[CH2:17][CH2:16][CH2:15][C@@H:14]([C:18]([N:20]3[CH2:24][CH2:23][CH2:22][CH2:21]3)=[O:19])[CH2:13]2)[N:4]=1. (2) Given the product [F:10][C:11]([F:24])([F:23])[S:12]([O:15][C:26]1[CH:27]=[C:28]2[C:33](=[CH:34][CH:35]=1)[C:32]([C:36]([O:38][CH3:39])=[O:37])=[CH:31][CH:30]=[CH:29]2)(=[O:14])=[O:13], predict the reactants needed to synthesize it. The reactants are: C(N(C(C)C)CC)(C)C.[F:10][C:11]([F:24])([F:23])[S:12]([O:15]S(C(F)(F)F)(=O)=O)(=[O:14])=[O:13].O[C:26]1[CH:27]=[C:28]2[C:33](=[CH:34][CH:35]=1)[C:32]([C:36]([O:38][CH3:39])=[O:37])=[CH:31][CH:30]=[CH:29]2.[NH4+].[Cl-].